From a dataset of Full USPTO retrosynthesis dataset with 1.9M reactions from patents (1976-2016). Predict the reactants needed to synthesize the given product. (1) Given the product [Br:1][C:2]1[CH:3]=[N:4][C:5]2[N:6]([N:8]=[C:9]([C:11]([N:17]3[CH:16]([CH2:14][CH3:15])[CH2:25][C:24]4[C:19](=[CH:20][CH:21]=[CH:22][CH:23]=4)[CH:18]3[CH3:26])=[O:13])[CH:10]=2)[CH:7]=1, predict the reactants needed to synthesize it. The reactants are: [Br:1][C:2]1[CH:3]=[N:4][C:5]2[N:6]([N:8]=[C:9]([C:11]([OH:13])=O)[CH:10]=2)[CH:7]=1.[CH2:14]([CH:16]1[CH2:25][C:24]2[C:19](=[CH:20][CH:21]=[CH:22][CH:23]=2)[CH:18]([CH3:26])[NH:17]1)[CH3:15]. (2) Given the product [F:16][C:12]1[CH:13]=[CH:14][CH:15]=[C:10]([F:9])[C:11]=1[C:17]1[NH:18][C:19]2[C:24]([CH:25]=1)=[CH:23][C:22]([C:2]1[N:6]([CH3:7])[N:5]=[C:4]([NH2:8])[CH:3]=1)=[CH:21][CH:20]=2, predict the reactants needed to synthesize it. The reactants are: Br[C:2]1[N:6]([CH3:7])[N:5]=[C:4]([NH2:8])[CH:3]=1.[F:9][C:10]1[CH:15]=[CH:14][CH:13]=[C:12]([F:16])[C:11]=1[C:17]1[NH:18][C:19]2[C:24]([CH:25]=1)=[CH:23][C:22](B1OC(C)(C)C(C)(C)O1)=[CH:21][CH:20]=2.C([O-])([O-])=O.[K+].[K+]. (3) Given the product [C:2]([S:5][CH:6]1[CH2:11][CH2:10][N:9]([C:28](=[O:29])/[CH:27]=[CH:26]/[C:25]2[CH:24]=[CH:23][C:22]([O:21][C:20]([F:33])([F:34])[F:19])=[CH:32][CH:31]=2)[CH2:8][CH2:7]1)(=[O:4])[CH3:3], predict the reactants needed to synthesize it. The reactants are: Cl.[C:2]([S:5][CH:6]1[CH2:11][CH2:10][NH:9][CH2:8][CH2:7]1)(=[O:4])[CH3:3].C(N(CC)CC)C.[F:19][C:20]([F:34])([F:33])[O:21][C:22]1[CH:32]=[CH:31][C:25](/[CH:26]=[CH:27]/[C:28](Cl)=[O:29])=[CH:24][CH:23]=1. (4) Given the product [CH2:1]([O:3][C:4]([C:6]1[N:7]=[C:8]([Br:23])[N:9]([CH:20]([CH3:22])[CH3:21])[C:10]=1[CH:11]([C:13]1[CH:18]=[CH:17][C:16]([Cl:19])=[CH:15][CH:14]=1)[NH:28][C:27]1[CH:29]=[CH:30][CH:31]=[C:25]([Cl:24])[CH:26]=1)=[O:5])[CH3:2], predict the reactants needed to synthesize it. The reactants are: [CH2:1]([O:3][C:4]([C:6]1[N:7]=[C:8]([Br:23])[N:9]([CH:20]([CH3:22])[CH3:21])[C:10]=1[CH:11]([C:13]1[CH:18]=[CH:17][C:16]([Cl:19])=[CH:15][CH:14]=1)O)=[O:5])[CH3:2].[Cl:24][C:25]1[CH:26]=[C:27]([CH:29]=[CH:30][CH:31]=1)[NH2:28].